This data is from Forward reaction prediction with 1.9M reactions from USPTO patents (1976-2016). The task is: Predict the product of the given reaction. (1) Given the reactants C([O:3][C:4]([C:6]1([OH:19])[CH2:11][CH2:10][N:9]([C:12]([O:14][C:15]([CH3:18])([CH3:17])[CH3:16])=[O:13])[CH2:8][CH2:7]1)=[O:5])C.[H-].[Na+].I[CH3:23].O[Li].O, predict the reaction product. The product is: [C:15]([O:14][C:12]([N:9]1[CH2:8][CH2:7][C:6]([O:19][CH3:23])([C:4]([OH:3])=[O:5])[CH2:11][CH2:10]1)=[O:13])([CH3:16])([CH3:17])[CH3:18]. (2) The product is: [CH:1]1([CH:7]([C:18]2[S:19][C:20]([C:24]3[CH:29]=[CH:28][CH:27]=[CH:26][CH:25]=3)=[CH:21][C:22]=2[CH3:23])[O:8][C:9]2[CH:17]=[CH:16][C:12]([C:13]([N:31]([CH3:30])[CH2:32][CH2:33][C:34]([OH:36])=[O:35])=[O:14])=[CH:11][CH:10]=2)[CH2:2][CH2:3][CH2:4][CH2:5][CH2:6]1. Given the reactants [CH:1]1([CH:7]([C:18]2[S:19][C:20]([C:24]3[CH:29]=[CH:28][CH:27]=[CH:26][CH:25]=3)=[CH:21][C:22]=2[CH3:23])[O:8][C:9]2[CH:17]=[CH:16][C:12]([C:13](O)=[O:14])=[CH:11][CH:10]=2)[CH2:6][CH2:5][CH2:4][CH2:3][CH2:2]1.[CH3:30][NH:31][CH2:32][CH2:33][C:34]([O:36]CC)=[O:35].Cl.C(N=C=NCCCN(C)C)C.O.OC1C2N=NNC=2C=CC=1, predict the reaction product.